Dataset: Full USPTO retrosynthesis dataset with 1.9M reactions from patents (1976-2016). Task: Predict the reactants needed to synthesize the given product. (1) Given the product [Cl:1][C:2]1[CH:15]=[CH:14][CH:13]=[CH:12][C:3]=1[O:4][CH2:5][C@H:6]1[CH2:10][C@H:9]([F:11])[CH2:8][N:7]1[C:17]1[N:25]=[CH:24][N:23]=[C:22]2[C:18]=1[N:19]=[CH:20][NH:21]2, predict the reactants needed to synthesize it. The reactants are: [Cl:1][C:2]1[CH:15]=[CH:14][CH:13]=[CH:12][C:3]=1[O:4][CH2:5][C@H:6]1[CH2:10][C@H:9]([F:11])[CH2:8][NH:7]1.Cl[C:17]1[N:25]=[CH:24][N:23]=[C:22]2[C:18]=1[NH:19][CH:20]=[N:21]2.C(N(C(C)C)C(C)C)C. (2) Given the product [C:1]1([S:7]([NH:10][C:11]2[CH:12]=[C:13]([C:19]3[S:23][C:22]([NH:24][C:25](=[O:27])[CH3:26])=[N:21][C:20]=3[CH2:28][N:29]3[CH2:34][CH2:33][N:32]([CH3:35])[CH2:31][CH2:30]3)[CH:14]=[N:15][C:16]=2[Cl:17])(=[O:8])=[O:9])[CH:2]=[CH:3][CH:4]=[CH:5][CH:6]=1, predict the reactants needed to synthesize it. The reactants are: [C:1]1([S:7]([NH:10][C:11]2[CH:12]=[C:13]([C:19]3[S:23][C:22]([NH:24][C:25](=[O:27])[CH3:26])=[N:21][C:20]=3[CH2:28][N:29]3[CH2:34][CH2:33][N:32]([CH3:35])[CH2:31][CH2:30]3)[C:14](Br)=[N:15][C:16]=2[Cl:17])(=[O:9])=[O:8])[CH:6]=[CH:5][CH:4]=[CH:3][CH:2]=1.C([Li])(C)(C)C.[Cl-].[NH4+]. (3) The reactants are: [Br:1][C:2]1[CH:3]=[C:4]2[C:9](=[CH:10][CH:11]=1)[NH:8][C:7](=[O:12])[CH2:6][CH2:5]2.[CH3:13][C:14]([O-])(C)C.[K+].C(Br)C. Given the product [Br:1][C:2]1[CH:3]=[C:4]2[C:9](=[CH:10][CH:11]=1)[N:8]([CH2:13][CH3:14])[C:7](=[O:12])[CH2:6][CH2:5]2, predict the reactants needed to synthesize it. (4) Given the product [CH3:1][O:2][C:3]1[CH:20]=[CH:19][C:18]2[C@@H:17]3[C@H:8]([C@H:9]4[C@@:13]([CH2:15][CH2:16]3)([CH3:14])[C:12]([C:21]([O:23][CH3:24])=[O:22])=[CH:11][CH2:10]4)[CH2:7][CH2:6][C:5]=2[CH:4]=1, predict the reactants needed to synthesize it. The reactants are: [CH3:1][O:2][C:3]1[CH:20]=[CH:19][C:18]2[C@@H:17]3[C@H:8]([C@H:9]4[C@@:13]([CH2:15][CH2:16]3)([CH3:14])[C:12]([C:21]([OH:23])=[O:22])=[CH:11][CH2:10]4)[CH2:7][CH2:6][C:5]=2[CH:4]=1.[C:24](Cl)(=O)C(Cl)=O. (5) Given the product [C:1]([C:5]1[CH:10]=[CH:9][C:8]([S:11]([NH:14][C:15]2[CH:20]=[C:19]([F:21])[C:18]([Cl:22])=[CH:17][C:16]=2[C:23]2[N:27]([CH3:28])[C:26]([CH2:29][N:32]([CH3:33])[CH3:31])=[N:25][N:24]=2)(=[O:12])=[O:13])=[CH:7][CH:6]=1)([CH3:3])([CH3:2])[CH3:4], predict the reactants needed to synthesize it. The reactants are: [C:1]([C:5]1[CH:10]=[CH:9][C:8]([S:11]([NH:14][C:15]2[CH:20]=[C:19]([F:21])[C:18]([Cl:22])=[CH:17][C:16]=2[C:23]2[N:27]([CH3:28])[C:26]([CH2:29]C)=[N:25][N:24]=2)(=[O:13])=[O:12])=[CH:7][CH:6]=1)([CH3:4])([CH3:3])[CH3:2].[CH3:31][N:32](C=O)[CH3:33]. (6) The reactants are: Br[CH2:2][C:3]1[N:13]=[CH:12][C:11]([I:14])=[CH:10][C:4]=1[C:5]([O:7][CH2:8][CH3:9])=[O:6].[CH3:15][C:16]1[CH:21]=[CH:20][C:19]([S:22]([NH:25][CH2:26][C:27]([O:29][CH2:30][CH3:31])=[O:28])(=[O:24])=[O:23])=[CH:18][CH:17]=1.[O-]CC.[Na+]. Given the product [CH2:30]([O:29][C:27](=[O:28])[CH2:26][N:25]([CH2:2][C:3]1[N:13]=[CH:12][C:11]([I:14])=[CH:10][C:4]=1[C:5]([O:7][CH2:8][CH3:9])=[O:6])[S:22]([C:19]1[CH:18]=[CH:17][C:16]([CH3:15])=[CH:21][CH:20]=1)(=[O:23])=[O:24])[CH3:31], predict the reactants needed to synthesize it.